Dataset: Forward reaction prediction with 1.9M reactions from USPTO patents (1976-2016). Task: Predict the product of the given reaction. (1) Given the reactants N[C:2]1[C:3](=[O:20])[NH:4][C:5]([CH3:19])=[C:6]([CH2:17][CH3:18])[C:7]=1[CH2:8][C:9]1[CH:14]=[C:13]([CH3:15])[CH:12]=[C:11]([CH3:16])[CH:10]=1.C=O.[C:23]([BH3-])#[N:24].[Na+].[C:27](O)(=O)C, predict the reaction product. The product is: [CH3:27][N:24]([CH3:23])[C:2]1[C:3](=[O:20])[NH:4][C:5]([CH3:19])=[C:6]([CH2:17][CH3:18])[C:7]=1[CH2:8][C:9]1[CH:14]=[C:13]([CH3:15])[CH:12]=[C:11]([CH3:16])[CH:10]=1. (2) Given the reactants [Cl-].[Al+3].[Cl-].[Cl-].[C:5]([C:9]1[CH:14]=[CH:13][C:12]([CH3:15])=[CH:11][C:10]=1[OH:16])([CH3:8])([CH3:7])[CH3:6].[CH:17](OCC)(OCC)[O:18]CC.Cl, predict the reaction product. The product is: [C:5]([C:9]1[C:10]([OH:16])=[CH:11][C:12]([CH3:15])=[C:13]([CH:14]=1)[CH:17]=[O:18])([CH3:8])([CH3:7])[CH3:6]. (3) Given the reactants Br[C:2]1[CH:7]=[CH:6][CH:5]=[C:4]([CH2:8][F:9])[N:3]=1.[CH2:10]([C:14]1[CH:23]=[N:22][C:21]2[C:16](=[CH:17][CH:18]=[CH:19][CH:20]=2)[N:15]=1)[CH2:11][C:12]#[CH:13], predict the reaction product. The product is: [F:9][CH2:8][C:4]1[N:3]=[C:2]([C:13]#[C:12][CH2:11][CH2:10][C:14]2[CH:23]=[N:22][C:21]3[C:16](=[CH:17][CH:18]=[CH:19][CH:20]=3)[N:15]=2)[CH:7]=[CH:6][CH:5]=1. (4) Given the reactants [Br:1][C:2]1[CH:7]=[CH:6][CH:5]=[CH:4][C:3]=1[OH:8].I[CH2:10][CH3:11].C(=O)([O-])[O-].[K+].[K+], predict the reaction product. The product is: [Br:1][C:2]1[CH:7]=[CH:6][CH:5]=[CH:4][C:3]=1[O:8][CH2:10][CH3:11]. (5) Given the reactants [C:1]([O:5][C:6](=[O:22])[NH:7][C:8]1[CH:13]=[C:12](Cl)[C:11]([C:15]([F:18])([F:17])[F:16])=[CH:10][C:9]=1[N+:19]([O-:21])=[O:20])([CH3:4])([CH3:3])[CH3:2].[NH:23]1[CH2:28][CH2:27][O:26][CH2:25][CH2:24]1, predict the reaction product. The product is: [C:1]([O:5][C:6](=[O:22])[NH:7][C:8]1[CH:13]=[C:12]([N:23]2[CH2:28][CH2:27][O:26][CH2:25][CH2:24]2)[C:11]([C:15]([F:18])([F:17])[F:16])=[CH:10][C:9]=1[N+:19]([O-:21])=[O:20])([CH3:4])([CH3:3])[CH3:2]. (6) Given the reactants [CH3:1][C:2]1([C:11]#[C:12][Si](C)(C)C)[CH2:10][C:6]2[CH:7]=[N:8][O:9][C:5]=2[CH:4]=[CH:3]1.C[O-].[Na+], predict the reaction product. The product is: [C:11]([C:2]1([CH3:1])[CH2:10][CH:6]([C:7]#[N:8])[C:5](=[O:9])[CH:4]=[CH:3]1)#[CH:12]. (7) Given the reactants [CH3:1][O:2][C:3](=[O:17])[CH:4]([NH2:16])[CH2:5][C:6]1[C:14]2[C:9](=[N:10][CH:11]=[CH:12][C:13]=2[Cl:15])[NH:8][CH:7]=1.[CH2:18]=O, predict the reaction product. The product is: [CH3:1][O:2][C:3]([CH:4]1[NH:16][CH2:18][C:7]2[NH:8][C:9]3[N:10]=[CH:11][CH:12]=[C:13]([Cl:15])[C:14]=3[C:6]=2[CH2:5]1)=[O:17]. (8) Given the reactants Br[C:2]1[C:25](=[O:26])[N:24]([CH2:27][C:28]2[C:33]([F:34])=[CH:32][CH:31]=[CH:30][C:29]=2[CH:35]2[CH2:37][CH2:36]2)[C:5]2[N:6]=[C:7]([NH:10][C:11]3[CH:16]=[CH:15][C:14]([N:17]4[CH2:22][CH2:21][N:20]([CH3:23])[CH2:19][CH2:18]4)=[CH:13][CH:12]=3)[N:8]=[CH:9][C:4]=2[CH:3]=1.[C:38]([Si](C)(C)C)#[CH:39].C(=O)([O-])[O-].[K+].[K+], predict the reaction product. The product is: [CH:35]1([C:29]2[CH:30]=[CH:31][CH:32]=[C:33]([F:34])[C:28]=2[CH2:27][N:24]2[C:5]3[N:6]=[C:7]([NH:10][C:11]4[CH:16]=[CH:15][C:14]([N:17]5[CH2:22][CH2:21][N:20]([CH3:23])[CH2:19][CH2:18]5)=[CH:13][CH:12]=4)[N:8]=[CH:9][C:4]=3[CH:3]=[C:2]([C:38]#[CH:39])[C:25]2=[O:26])[CH2:37][CH2:36]1. (9) The product is: [Cl:39][C:36]1[CH:37]=[CH:38][C:33]([C@H:14]2[C@H:15]([OH:25])[C@@H:16]([OH:17])[C@H:9]([OH:8])[C@@H:10]([CH2:49][OH:50])[C:11]32[CH2:12][CH2:13]3)=[CH:34][C:35]=1[CH2:40][C:41]1[CH:42]=[CH:43][C:44]([CH2:47][CH3:48])=[CH:45][CH:46]=1. Given the reactants C([O:8][C@H:9]1[C@H:16]([O:17]CC2C=CC=CC=2)[C@@H:15]([O:25]CC2C=CC=CC=2)[C@H:14]([C:33]2[CH:38]=[CH:37][C:36]([Cl:39])=[C:35]([CH2:40][C:41]3[CH:46]=[CH:45][C:44]([CH2:47][CH3:48])=[CH:43][CH:42]=3)[CH:34]=2)[C:11]2([CH2:13][CH2:12]2)[C@@H:10]1[CH2:49][O:50]CC1C=CC=CC=1)C1C=CC=CC=1.ClC1C=CC=CC=1Cl.[H][H], predict the reaction product.